This data is from Forward reaction prediction with 1.9M reactions from USPTO patents (1976-2016). The task is: Predict the product of the given reaction. (1) Given the reactants CN(C)[CH:3]=[CH:4][N+:5]([O-:7])=[O:6].C(O)(C(F)(F)F)=O.[CH2:16]([O:18][C:19]([C:21]1[CH:29]=[C:28]2[C:24]([CH:25]=[CH:26][NH:27]2)=[CH:23][CH:22]=1)=[O:20])[CH3:17], predict the reaction product. The product is: [N+:5]([CH:4]=[CH:3][C:25]1[C:24]2[C:28](=[CH:29][C:21]([C:19]([O:18][CH2:16][CH3:17])=[O:20])=[CH:22][CH:23]=2)[NH:27][CH:26]=1)([O-:7])=[O:6]. (2) Given the reactants [CH3:1][NH:2][C:3]([C:5]1[CH:6]=[C:7]([C:11]2[CH:16]=[CH:15][C:14]([O:17][C@@H:18]3[C@@H:23]([O:24]CC4C=CC=CC=4)[C@@H:22]([O:32]CC4C=CC=CC=4)[C@H:21]([O:40]CC4C=CC=CC=4)[C@@H:20]([CH2:48][F:49])[O:19]3)=[CH:13][CH:12]=2)[CH:8]=[CH:9][CH:10]=1)=[O:4], predict the reaction product. The product is: [F:49][CH2:48][C@H:20]1[O:19][C@H:18]([O:17][C:14]2[CH:15]=[CH:16][C:11]([C:7]3[CH:8]=[CH:9][CH:10]=[C:5]([C:3]([NH:2][CH3:1])=[O:4])[CH:6]=3)=[CH:12][CH:13]=2)[C@@H:23]([OH:24])[C@@H:22]([OH:32])[C@@H:21]1[OH:40]. (3) Given the reactants Br[C:2]1[CH:7]=[CH:6][C:5]([CH:8]2[N:12]([C:13]3[CH:18]=[CH:17][C:16]([C:19]([CH3:22])([CH3:21])[CH3:20])=[CH:15][CH:14]=3)[CH:11]([C:23]3[CH:24]=[CH:25][C:26]4[N:30]=[C:29]([C@@H:31]5[CH2:35][CH2:34][CH2:33][N:32]5[C:36](=[O:46])[C@@H:37]([NH:41][C:42](=[O:45])[O:43][CH3:44])[CH:38]([CH3:40])[CH3:39])[NH:28][C:27]=4[CH:47]=3)[CH2:10][CH2:9]2)=[CH:4][CH:3]=1.[B:48]1([B:48]2[O:52][C:51]([CH3:54])([CH3:53])[C:50]([CH3:56])([CH3:55])[O:49]2)[O:52][C:51]([CH3:54])([CH3:53])[C:50]([CH3:56])([CH3:55])[O:49]1.C([O-])(=O)C.[K+], predict the reaction product. The product is: [C:19]([C:16]1[CH:17]=[CH:18][C:13]([N:12]2[CH:8]([C:5]3[CH:6]=[CH:7][C:2]([B:48]4[O:52][C:51]([CH3:54])([CH3:53])[C:50]([CH3:56])([CH3:55])[O:49]4)=[CH:3][CH:4]=3)[CH2:9][CH2:10][CH:11]2[C:23]2[CH:24]=[CH:25][C:26]3[N:30]=[C:29]([C@@H:31]4[CH2:35][CH2:34][CH2:33][N:32]4[C:36](=[O:46])[C@@H:37]([NH:41][C:42](=[O:45])[O:43][CH3:44])[CH:38]([CH3:40])[CH3:39])[NH:28][C:27]=3[CH:47]=2)=[CH:14][CH:15]=1)([CH3:21])([CH3:20])[CH3:22]. (4) Given the reactants C(O[C:6]([N:8]1[CH2:12][C:11](=[N:13][O:14][CH2:15][C:16]2[CH:21]=[CH:20][C:19]([Cl:22])=[C:18]([Cl:23])[CH:17]=2)[CH2:10][C@H:9]1[C:24]([OH:26])=O)=[O:7])(C)(C)C.[C:27](Cl)(=O)[CH:28]=C.[O:32]1[CH:36]=[CH:35][CH:34]=[C:33]1[CH2:37][NH2:38], predict the reaction product. The product is: [C:6]([N:8]1[CH2:12][C:11](=[N:13][O:14][CH2:15][C:16]2[CH:21]=[CH:20][C:19]([Cl:22])=[C:18]([Cl:23])[CH:17]=2)[CH2:10][C@H:9]1[C:24]([NH:38][CH2:37][C:33]1[O:32][CH:36]=[CH:35][CH:34]=1)=[O:26])(=[O:7])[CH:27]=[CH2:28]. (5) Given the reactants Cl[C:2]1[N:3]=[C:4]([CH3:13])[C:5]([C:9]([O:11][CH3:12])=[O:10])=[N:6][C:7]=1[Cl:8].CO.[C:16](=O)([O-])[O-:17].[K+].[K+], predict the reaction product. The product is: [Cl:8][C:7]1[N:6]=[C:5]([C:9]([O:11][CH3:12])=[O:10])[C:4]([CH3:13])=[N:3][C:2]=1[O:17][CH3:16]. (6) Given the reactants ClC1C=C(C=CC=1)C(O)=[O:6].[Br:11][C:12]1[CH:20]=[CH:19][N:18]=[C:17]2[C:13]=1[CH:14]=[CH:15][NH:16]2, predict the reaction product. The product is: [Br:11][C:12]1[CH:20]=[CH:19][N+:18]([O-:6])=[C:17]2[NH:16][CH:15]=[CH:14][C:13]=12.